From a dataset of Peptide-MHC class I binding affinity with 185,985 pairs from IEDB/IMGT. Regression. Given a peptide amino acid sequence and an MHC pseudo amino acid sequence, predict their binding affinity value. This is MHC class I binding data. (1) The peptide sequence is IPVDLVKSSF. The MHC is HLA-B51:01 with pseudo-sequence HLA-B51:01. The binding affinity (normalized) is 0.206. (2) The peptide sequence is GLNKIVRMY. The MHC is HLA-A26:01 with pseudo-sequence HLA-A26:01. The binding affinity (normalized) is 0.173. (3) The MHC is HLA-A23:01 with pseudo-sequence HLA-A23:01. The peptide sequence is ESENISEPY. The binding affinity (normalized) is 0.0847.